The task is: Regression. Given a peptide amino acid sequence and an MHC pseudo amino acid sequence, predict their binding affinity value. This is MHC class II binding data.. This data is from Peptide-MHC class II binding affinity with 134,281 pairs from IEDB. (1) The peptide sequence is SIGLLCVMASSALLW. The MHC is DRB1_0101 with pseudo-sequence DRB1_0101. The binding affinity (normalized) is 0.472. (2) The peptide sequence is SQDLELSWNLNELQAY. The MHC is HLA-DQA10301-DQB10302 with pseudo-sequence HLA-DQA10301-DQB10302. The binding affinity (normalized) is 0.446. (3) The peptide sequence is AFILDGDNLFPMV. The MHC is DRB3_0101 with pseudo-sequence DRB3_0101. The binding affinity (normalized) is 0.881. (4) The peptide sequence is VAWQVKLLPVPPTVT. The MHC is DRB1_0701 with pseudo-sequence DRB1_0701. The binding affinity (normalized) is 0.458. (5) The peptide sequence is ASKVAATAANAAPAN. The MHC is HLA-DPA10103-DPB10301 with pseudo-sequence YAFFMFSGGAILNTLYLQFEYFDLEKVRVHLDVT. The binding affinity (normalized) is 0.507. (6) The peptide sequence is EKKYFAATQFEALAA. The MHC is HLA-DPA10201-DPB10501 with pseudo-sequence HLA-DPA10201-DPB10501. The binding affinity (normalized) is 0.912.